From a dataset of Catalyst prediction with 721,799 reactions and 888 catalyst types from USPTO. Predict which catalyst facilitates the given reaction. (1) Reactant: [CH3:1][O:2][C:3]1[CH:8]=[CH:7][CH:6]=[CH:5][C:4]=1[C:9]1[N:17]2[C:12]([CH:13]=[N:14][C:15]([NH:18][C:19]3[CH:24]=[CH:23][C:22]([CH:25]4[CH2:30][CH2:29][NH:28][CH2:27][CH2:26]4)=[CH:21][C:20]=3[O:31][CH3:32])=[N:16]2)=[CH:11][CH:10]=1.[CH2:33]1[O:36][C@@H:34]1[CH3:35]. Product: [CH3:32][O:31][C:20]1[CH:21]=[C:22]([CH:25]2[CH2:30][CH2:29][N:28]([CH2:33][C@H:34]([OH:36])[CH3:35])[CH2:27][CH2:26]2)[CH:23]=[CH:24][C:19]=1[NH:18][C:15]1[N:14]=[CH:13][C:12]2=[CH:11][CH:10]=[C:9]([C:4]3[CH:5]=[CH:6][CH:7]=[CH:8][C:3]=3[O:2][CH3:1])[N:17]2[N:16]=1. The catalyst class is: 7. (2) Reactant: C([N:8]1[C@@H:13]2[C@H:14]([C:16]([O:18][C:19]([CH3:22])([CH3:21])[CH3:20])=[O:17])[CH2:15][C@@:9]1([C:39]1[CH:44]=[CH:43][CH:42]=[CH:41][CH:40]=1)[C@H:10]([O:23][CH2:24][C:25]1[CH:30]=[C:29]([C:31]([F:34])([F:33])[F:32])[CH:28]=[C:27]([C:35]([F:38])([F:37])[F:36])[CH:26]=1)[CH2:11][CH2:12]2)C1C=CC=CC=1. Product: [F:37][C:35]([F:36])([F:38])[C:27]1[CH:26]=[C:25]([CH2:24][O:23][C@@H:10]2[CH2:11][CH2:12][C@@H:13]3[NH:8][C@@:9]2([C:39]2[CH:40]=[CH:41][CH:42]=[CH:43][CH:44]=2)[CH2:15][C@H:14]3[C:16]([O:18][C:19]([CH3:22])([CH3:21])[CH3:20])=[O:17])[CH:30]=[C:29]([C:31]([F:32])([F:33])[F:34])[CH:28]=1. The catalyst class is: 45.